Dataset: Forward reaction prediction with 1.9M reactions from USPTO patents (1976-2016). Task: Predict the product of the given reaction. (1) Given the reactants Cl.[F:2][C:3]1[CH:8]=[CH:7][C:6]([S:9]([NH:12][C:13]2[CH:14]=[C:15]3[C:19](=[CH:20][CH:21]=2)[N:18]([CH3:22])[CH:17]=[C:16]3[CH:23]2[CH2:28][CH2:27][N:26](C(OC(C)(C)C)=O)[CH2:25][CH2:24]2)(=[O:11])=[O:10])=[CH:5][CH:4]=1.C([O-])(O)=O.[Na+], predict the reaction product. The product is: [F:2][C:3]1[CH:8]=[CH:7][C:6]([S:9]([NH:12][C:13]2[CH:14]=[C:15]3[C:19](=[CH:20][CH:21]=2)[N:18]([CH3:22])[CH:17]=[C:16]3[CH:23]2[CH2:28][CH2:27][NH:26][CH2:25][CH2:24]2)(=[O:10])=[O:11])=[CH:5][CH:4]=1. (2) Given the reactants [F:1][C:2]([F:12])([F:11])[C:3](=[O:10])[CH2:4][C:5]([O:7][CH2:8][CH3:9])=[O:6].[H-].[Na+].Cl[CH2:16][C:17]1[CH:22]=[CH:21][C:20]([N+:23]([O-:25])=[O:24])=[C:19]([CH3:26])[CH:18]=1.[I-].[K+], predict the reaction product. The product is: [F:1][C:2]([F:11])([F:12])[C:3](=[O:10])[CH:4]([CH2:16][C:17]1[CH:22]=[CH:21][C:20]([N+:23]([O-:25])=[O:24])=[C:19]([CH3:26])[CH:18]=1)[C:5]([O:7][CH2:8][CH3:9])=[O:6]. (3) The product is: [Cl:1][CH2:2][CH2:3][CH2:4][Si:5]([O:12][CH2:13][CH3:14])([O:6][CH2:7][CH3:8])[O:9][CH2:10][CH3:11].[Cl:1][CH2:2][CH2:3][CH2:4][Si:5]([O:12][CH3:13])([O:6][CH2:7][CH3:8])[O:9][CH2:10][CH3:11].[CH2:14]([O:16][Si:5]([O:12][CH2:36][CH3:31])([O:9][CH2:10][CH3:11])[O:6][CH2:7][CH3:8])[CH3:15]. Given the reactants [Cl:1][CH2:2][CH2:3][CH2:4][Si:5]([O:12][CH3:13])([O:9][CH2:10][CH3:11])[O:6][CH2:7][CH3:8].[CH2:14]([OH:16])[CH3:15].CO.C([C:31]1[CH:36]=CC=CC=1S(O)(=O)=O)CCCCCCCCCCC.CO[Si](OC)(OC)OC, predict the reaction product. (4) Given the reactants [Cl:1][C:2]1[CH:3]=[C:4]([CH:6]=[CH:7][CH:8]=1)[NH2:5].C(O)C.C([O-])(=O)C.[Na+].Br[CH2:18][CH2:19][O:20][C:21](=[O:23])[CH3:22], predict the reaction product. The product is: [CH2:19]([O:20][C:21](=[O:23])[CH2:22][NH:5][C:4]1[CH:6]=[CH:7][CH:8]=[C:2]([Cl:1])[CH:3]=1)[CH3:18]. (5) Given the reactants Cl[C:2]1[N:6]([CH3:7])[C:5]2[C:8]([C:12]([O:14][CH3:15])=[O:13])=[CH:9][CH:10]=[CH:11][C:4]=2[N:3]=1.[Br:16][C:17]1[CH:22]=[C:21]([CH3:23])[C:20]([NH2:24])=[C:19]([O:25][CH3:26])[CH:18]=1, predict the reaction product. The product is: [Br:16][C:17]1[CH:22]=[C:21]([CH3:23])[C:20]([NH:24][C:2]2[N:6]([CH3:7])[C:5]3[C:8]([C:12]([O:14][CH3:15])=[O:13])=[CH:9][CH:10]=[CH:11][C:4]=3[N:3]=2)=[C:19]([O:25][CH3:26])[CH:18]=1.